This data is from Catalyst prediction with 721,799 reactions and 888 catalyst types from USPTO. The task is: Predict which catalyst facilitates the given reaction. (1) Reactant: I[C:2]1[C:3]([NH:12][C@H:13]2[C@@H:17]3[O:18][C:19]([CH3:22])([CH3:21])[O:20][C@@H:16]3[C@@H:15]([CH2:23][OH:24])[CH2:14]2)=[N:4][C:5]([S:10][CH3:11])=[N:6][C:7]=1[O:8][CH3:9].[S:25]1[C:33]2[CH:32]=[CH:31][N:30]=[CH:29][C:28]=2[N:27]=[CH:26]1.C(=O)([O-])[O-].[Cs+].[Cs+]. Product: [CH3:9][O:8][C:7]1[N:6]=[C:5]([S:10][CH3:11])[N:4]=[C:3]([NH:12][C@H:13]2[C@@H:17]3[O:18][C:19]([CH3:22])([CH3:21])[O:20][C@@H:16]3[C@@H:15]([CH2:23][OH:24])[CH2:14]2)[C:2]=1[C:26]1[S:25][C:33]2[CH:32]=[CH:31][N:30]=[CH:29][C:28]=2[N:27]=1. The catalyst class is: 555. (2) Reactant: FC(F)(F)S(O[C:7]1[CH:12]=[CH:11][C:10]([C:13]([C:24]2[CH:29]=[CH:28][C:27]([F:30])=[CH:26][CH:25]=2)=[C:14]2[CH2:19][C:18]([CH3:21])([CH3:20])[CH2:17][C:16]([CH3:23])([CH3:22])[CH2:15]2)=[CH:9][CH:8]=1)(=O)=O.C([O-])([O-])=O.[Na+].[Na+].[O:39]1[CH:43]=[CH:42][CH:41]=[C:40]1B(O)O. Product: [F:30][C:27]1[CH:26]=[CH:25][C:24]([C:13](=[C:14]2[CH2:15][C:16]([CH3:22])([CH3:23])[CH2:17][C:18]([CH3:20])([CH3:21])[CH2:19]2)[C:10]2[CH:9]=[CH:8][C:7]([C:40]3[O:39][CH:43]=[CH:42][CH:41]=3)=[CH:12][CH:11]=2)=[CH:29][CH:28]=1. The catalyst class is: 1. (3) Reactant: O.C[Si]([Cl:6])(C)C.[CH3:7][N:8]([CH2:10][CH:11]1[CH:17]([C:18]2[CH:19]=[C:20]([O:24][C:25](=[O:30])[C:26]([CH3:29])([CH3:28])[CH3:27])[CH:21]=[CH:22][CH:23]=2)[CH2:16][CH:15]2[CH2:31][CH:12]1[CH2:13][CH2:14]2)[CH3:9]. Product: [ClH:6].[CH3:7][N:8]([CH2:10][CH:11]1[CH:17]([C:18]2[CH:19]=[C:20]([O:24][C:25](=[O:30])[C:26]([CH3:27])([CH3:29])[CH3:28])[CH:21]=[CH:22][CH:23]=2)[CH2:16][CH:15]2[CH2:31][CH:12]1[CH2:13][CH2:14]2)[CH3:9]. The catalyst class is: 131. (4) Reactant: [Cl:1][C:2]1[C:10]2[NH:9][C:8]3[CH2:11][CH2:12][N:13]([CH3:15])[CH2:14][C:7]=3[C:6]=2[CH:5]=[CH:4][CH:3]=1.N1CCC[C@H]1C(O)=O.P([O-])([O-])([O-])=O.[K+].[K+].[K+].Br[CH:33]=[C:34]([C:36]1[CH:37]=[CH:38][C:39]([CH3:42])=[N:40][CH:41]=1)[CH3:35]. Product: [Cl:1][C:2]1[C:10]2[N:9](/[CH:33]=[C:34](/[C:36]3[CH:41]=[N:40][C:39]([CH3:42])=[CH:38][CH:37]=3)\[CH3:35])[C:8]3[CH2:11][CH2:12][N:13]([CH3:15])[CH2:14][C:7]=3[C:6]=2[CH:5]=[CH:4][CH:3]=1. The catalyst class is: 122.